From a dataset of Full USPTO retrosynthesis dataset with 1.9M reactions from patents (1976-2016). Predict the reactants needed to synthesize the given product. (1) Given the product [CH3:36][N:35]([CH3:37])[C:34]([C:32]1[N:31]([CH:39]2[CH2:43][CH2:42][CH2:41][CH2:40]2)[C:29]2[N:30]=[C:25]([NH:24][C:21]3[N:20]=[N:19][C:18]([C:16]([N:11]4[CH2:10][CH:9]5[NH:8][CH:13]([CH2:14][CH2:15]5)[CH2:12]4)=[O:17])=[CH:23][CH:22]=3)[N:26]=[CH:27][C:28]=2[CH:33]=1)=[O:38], predict the reactants needed to synthesize it. The reactants are: C(OC([N:8]1[CH:13]2[CH2:14][CH2:15][CH:9]1[CH2:10][N:11]([C:16]([C:18]1[N:19]=[N:20][C:21]([NH:24][C:25]3[N:26]=[CH:27][C:28]4[CH:33]=[C:32]([C:34](=[O:38])[N:35]([CH3:37])[CH3:36])[N:31]([CH:39]5[CH2:43][CH2:42][CH2:41][CH2:40]5)[C:29]=4[N:30]=3)=[CH:22][CH:23]=1)=[O:17])[CH2:12]2)=O)(C)(C)C.C(O)(C(F)(F)F)=O. (2) Given the product [OH:16][C:1]([C:4]1[CH:12]=[CH:11][C:7]([C:8]([OH:10])=[O:9])=[CH:6][CH:5]=1)([CH3:3])[CH3:2], predict the reactants needed to synthesize it. The reactants are: [CH:1]([C:4]1[CH:12]=[CH:11][C:7]([C:8]([OH:10])=[O:9])=[CH:6][CH:5]=1)([CH3:3])[CH3:2].[OH-].[K+].[Mn]([O-])(=O)(=O)=[O:16].[K+].C(O)CO. (3) Given the product [CH:21]([O:34][C:35]([NH:37][C:38]1[CH:43]=[CH:42][N:41]([CH2:44][C:45]([N:17]2[CH2:18][CH2:19][N:14]([S:11]([C:6]3[CH:7]=[CH:8][CH:9]=[CH:10][C:5]=3[N+:2]([O-:4])=[O:3])(=[O:12])=[O:13])[C:15](=[O:20])[CH2:16]2)=[O:46])[C:40](=[O:48])[N:39]=1)=[O:36])([C:22]1[CH:23]=[CH:24][CH:25]=[CH:26][CH:27]=1)[C:28]1[CH:33]=[CH:32][CH:31]=[CH:30][CH:29]=1, predict the reactants needed to synthesize it. The reactants are: Cl.[N+:2]([C:5]1[CH:10]=[CH:9][CH:8]=[CH:7][C:6]=1[S:11]([N:14]1[CH2:19][CH2:18][NH:17][CH2:16][C:15]1=[O:20])(=[O:13])=[O:12])([O-:4])=[O:3].[CH:21]([O:34][C:35]([NH:37][C:38]1[CH:43]=[CH:42][N:41]([CH2:44][C:45](O)=[O:46])[C:40](=[O:48])[N:39]=1)=[O:36])([C:28]1[CH:33]=[CH:32][CH:31]=[CH:30][CH:29]=1)[C:22]1[CH:27]=[CH:26][CH:25]=[CH:24][CH:23]=1.